From a dataset of Forward reaction prediction with 1.9M reactions from USPTO patents (1976-2016). Predict the product of the given reaction. (1) Given the reactants [Br:1][C:2]1[CH:3]=[C:4]2[C:8](=[CH:9][CH:10]=1)[NH:7][CH:6]=[CH:5]2.F[C:12]1[CH:19]=[CH:18][CH:17]=[CH:16][C:13]=1[C:14]#[N:15], predict the reaction product. The product is: [Br:1][C:2]1[CH:3]=[C:4]2[C:8](=[CH:9][CH:10]=1)[N:7]([C:12]1[CH:19]=[CH:18][CH:17]=[CH:16][C:13]=1[C:14]#[N:15])[CH:6]=[CH:5]2. (2) The product is: [OH:13][CH2:12][CH:10]1[CH2:11][N:8]([C:6]([O:5][C:1]([CH3:4])([CH3:3])[CH3:2])=[O:7])[CH2:9]1. Given the reactants [C:1]([O:5][C:6]([N:8]1[CH2:11][CH:10]([C:12](O)=[O:13])[CH2:9]1)=[O:7])([CH3:4])([CH3:3])[CH3:2].CN1CCOCC1.ClC(OCC(C)C)=O.[BH4-].[Na+], predict the reaction product. (3) Given the reactants [NH2:1][CH2:2][C:3]1([OH:20])[CH2:8][CH2:7][N:6]([CH2:9][CH2:10][CH2:11][CH2:12][O:13][C:14]2[CH:19]=[CH:18][CH:17]=[CH:16][CH:15]=2)[CH2:5][CH2:4]1.OC1C=CC([C@@H](O)CN[C@H]2CC[C@H](NCCOCCC3C=CC=CC=3)CC2)=C2C=1NC(=O)C=C2.[CH2:55]([O:62][C:63]1[CH:64]=[CH:65][C:66]([C@@H:74]([O:77][Si:78]([C:81]([CH3:84])([CH3:83])[CH3:82])([CH3:80])[CH3:79])[CH2:75]Br)=[C:67]2[C:72]=1[NH:71][C:70](=[O:73])[CH:69]=[CH:68]2)[C:56]1[CH:61]=[CH:60][CH:59]=[CH:58][CH:57]=1.C(=O)([O-])[O-].[K+].[K+].[I-].[Na+], predict the reaction product. The product is: [CH2:55]([O:62][C:63]1[CH:64]=[CH:65][C:66]([C@@H:74]([O:77][Si:78]([C:81]([CH3:82])([CH3:84])[CH3:83])([CH3:80])[CH3:79])[CH2:75][NH:1][CH2:2][C:3]2([OH:20])[CH2:4][CH2:5][N:6]([CH2:9][CH2:10][CH2:11][CH2:12][O:13][C:14]3[CH:15]=[CH:16][CH:17]=[CH:18][CH:19]=3)[CH2:7][CH2:8]2)=[C:67]2[C:72]=1[NH:71][C:70](=[O:73])[CH:69]=[CH:68]2)[C:56]1[CH:57]=[CH:58][CH:59]=[CH:60][CH:61]=1. (4) Given the reactants Br[C:2]1[S:3][C:4]2[CH:10]=[C:9]([C:11]#[N:12])[CH:8]=[CH:7][C:5]=2[N:6]=1.C1COCC1.[Br-].[CH:19]1([CH2:25][Zn+])[CH2:24][CH2:23][CH2:22][CH2:21][CH2:20]1, predict the reaction product. The product is: [CH:19]1([CH2:25][C:2]2[S:3][C:4]3[CH:10]=[C:9]([C:11]#[N:12])[CH:8]=[CH:7][C:5]=3[N:6]=2)[CH2:24][CH2:23][CH2:22][CH2:21][CH2:20]1. (5) Given the reactants [Br:1][C:2]1[N:7]=[C:6]2[N:8](C(C3C=CC=CC=3)=O)[CH:9]=[CH:10][C:5]2=[C:4]([Cl:19])[CH:3]=1.[OH-].[Na+], predict the reaction product. The product is: [Br:1][C:2]1[N:7]=[C:6]2[NH:8][CH:9]=[CH:10][C:5]2=[C:4]([Cl:19])[CH:3]=1. (6) Given the reactants [NH:1]1[CH:5]=[CH:4][N:3]=[C:2]1[CH:6]=[O:7].C(=O)([O-])[O-].[K+].[K+].Br[CH2:15][C:16]([O:18][CH2:19][CH3:20])=[O:17].[I-].[K+], predict the reaction product. The product is: [CH2:19]([O:18][C:16](=[O:17])[CH2:15][N:1]1[CH:5]=[CH:4][N:3]=[C:2]1[CH:6]=[O:7])[CH3:20].